From a dataset of Catalyst prediction with 721,799 reactions and 888 catalyst types from USPTO. Predict which catalyst facilitates the given reaction. (1) Reactant: [CH:1]1[C:13]2[C:12](=O)[C:11]3[C:6](=[CH:7][CH:8]=[CH:9][CH:10]=3)[C:5]=2[CH:4]=[CH:3][CH:2]=1.O.[NH2:16][NH2:17].Cl. Product: [CH:1]1[C:13]2[C:12](=[N:16][NH2:17])[C:11]3[C:6](=[CH:7][CH:8]=[CH:9][CH:10]=3)[C:5]=2[CH:4]=[CH:3][CH:2]=1. The catalyst class is: 41. (2) The catalyst class is: 4. Reactant: [CH2:1]([O:8][C:9]1[CH:16]=[CH:15][C:12]([CH:13]=[O:14])=[CH:11][C:10]=1[O:17][CH2:18][CH3:19])[C:2]1[CH:7]=[CH:6][CH:5]=[CH:4][CH:3]=1.[N+:20]([O-])([OH:22])=[O:21]. Product: [CH2:1]([O:8][C:9]1[C:10]([O:17][CH2:18][CH3:19])=[CH:11][C:12]([CH:13]=[O:14])=[C:15]([N+:20]([O-:22])=[O:21])[CH:16]=1)[C:2]1[CH:3]=[CH:4][CH:5]=[CH:6][CH:7]=1. (3) Reactant: [NH2:1][C:2]1[N:3]=[CH:4][C:5]([C:8]2[CH:13]=[CH:12][C:11]([C:14]3[C:15]([S:20]([CH:23]4[CH2:27][CH2:26][N:25](C(OC(C)(C)C)=O)[CH2:24]4)(=[O:22])=[O:21])=[N:16][CH:17]=[CH:18][CH:19]=3)=[CH:10][C:9]=2[F:35])=[N:6][CH:7]=1.[ClH:36].CCO. Product: [ClH:36].[F:35][C:9]1[CH:10]=[C:11]([C:14]2[C:15]([S:20]([CH:23]3[CH2:27][CH2:26][NH:25][CH2:24]3)(=[O:22])=[O:21])=[N:16][CH:17]=[CH:18][CH:19]=2)[CH:12]=[CH:13][C:8]=1[C:5]1[N:6]=[CH:7][C:2]([NH2:1])=[N:3][CH:4]=1. The catalyst class is: 2. (4) Reactant: Cl.[CH3:2][C@:3]1([OH:8])[CH2:7][O:6][NH:5][CH2:4]1.C(N(C(C)C)CC)(C)C.[CH:18]1([CH2:24][N:25]2[C:29]3[CH:30]=[CH:31][C:32]([C:34](O)=[O:35])=[CH:33][C:28]=3[N:27]=[C:26]2[C:37]([CH3:41])([CH3:40])[CH2:38][CH3:39])[CH2:23][CH2:22][CH2:21][CH2:20][CH2:19]1.CN(C(ON1N=NC2C=CC=NC1=2)=[N+](C)C)C.F[P-](F)(F)(F)(F)F. Product: [CH:18]1([CH2:24][N:25]2[C:29]3[CH:30]=[CH:31][C:32]([C:34]([N:5]4[CH2:4][C@@:3]([CH3:2])([OH:8])[CH2:7][O:6]4)=[O:35])=[CH:33][C:28]=3[N:27]=[C:26]2[C:37]([CH3:40])([CH3:41])[CH2:38][CH3:39])[CH2:19][CH2:20][CH2:21][CH2:22][CH2:23]1. The catalyst class is: 18. (5) Reactant: FC(F)(F)C(OC(=O)C(F)(F)F)=O.CN(C)[C:16](=[O:20])[CH:17]([CH3:19])[CH3:18].[CH3:22][C:23]1[CH:30]=[CH:29][C:26]([CH:27]=[CH2:28])=[CH:25][CH:24]=1.N1C(C)=CC(C)=CC=1C. Product: [CH3:18][C:17]1([CH3:19])[CH:27]([C:26]2[CH:29]=[CH:30][C:23]([CH3:22])=[CH:24][CH:25]=2)[CH2:28][C:16]1=[O:20]. The catalyst class is: 2. (6) Reactant: [C:1]([C:5]1[CH:29]=[CH:28][CH:27]=[CH:26][C:6]=1[O:7][C:8]1[C:13]([NH:14][C:15]2[S:16][C:17]([C:24]#[N:25])=[C:18]([C:20]([F:23])([F:22])[F:21])[N:19]=2)=[CH:12][CH:11]=[CH:10][N:9]=1)([CH3:4])([CH3:3])[CH3:2].Cl.[NH2:31][OH:32].CCN(C(C)C)C(C)C. Product: [C:1]([C:5]1[CH:29]=[CH:28][CH:27]=[CH:26][C:6]=1[O:7][C:8]1[C:13]([NH:14][C:15]2[S:16][C:17](/[C:24](/[NH2:25])=[N:31]/[OH:32])=[C:18]([C:20]([F:22])([F:23])[F:21])[N:19]=2)=[CH:12][CH:11]=[CH:10][N:9]=1)([CH3:4])([CH3:2])[CH3:3]. The catalyst class is: 162. (7) Reactant: [CH2:1]([O:8][C:9]([NH:11][C:12]1[C:13]([C:28]([OH:30])=O)=[N:14][C:15]2[C:20]([CH:21]=1)=[CH:19][CH:18]=[C:17]([N:22]1[CH2:27][CH2:26][O:25][CH2:24][CH2:23]1)[CH:16]=2)=[O:10])[C:2]1[CH:7]=[CH:6][CH:5]=[CH:4][CH:3]=1.[NH2:31][C:32]1[CH:33]=[N:34][CH:35]=[CH:36][C:37]=1[N:38]1[CH2:43][C@H:42]([CH3:44])[C@H:41]([N:45]2[CH:49]=[CH:48][N:47]=[N:46]2)[C@H:40]([NH:50][C:51](=[O:57])[O:52][C:53]([CH3:56])([CH3:55])[CH3:54])[CH2:39]1.CN(C(ON1N=NC2C=CC=NC1=2)=[N+](C)C)C.F[P-](F)(F)(F)(F)F.CCN(C(C)C)C(C)C. Product: [C:53]([O:52][C:51]([NH:50][C@H:40]1[C@@H:41]([N:45]2[CH:49]=[CH:48][N:47]=[N:46]2)[C@@H:42]([CH3:44])[CH2:43][N:38]([C:37]2[CH:36]=[CH:35][N:34]=[CH:33][C:32]=2[NH:31][C:28]([C:13]2[C:12]([NH:11][C:9](=[O:10])[O:8][CH2:1][C:2]3[CH:7]=[CH:6][CH:5]=[CH:4][CH:3]=3)=[CH:21][C:20]3[C:15](=[CH:16][C:17]([N:22]4[CH2:27][CH2:26][O:25][CH2:24][CH2:23]4)=[CH:18][CH:19]=3)[N:14]=2)=[O:30])[CH2:39]1)=[O:57])([CH3:54])([CH3:55])[CH3:56]. The catalyst class is: 656. (8) Reactant: [NH:1]1[CH:5]=[C:4]([C:6]2[S:7][C:8]([CH:11]=[O:12])=[CH:9][N:10]=2)[CH:3]=[N:2]1.[CH2:13]([Mg]Br)[CH3:14].C(OCC)C. Product: [NH:2]1[CH:3]=[C:4]([C:6]2[S:7][C:8]([CH:11]([OH:12])[CH2:13][CH3:14])=[CH:9][N:10]=2)[CH:5]=[N:1]1. The catalyst class is: 1. (9) Reactant: CS(O[C@H:6]1[CH2:11][CH2:10][O:9][C@@H:8]([C:12]2[CH:17]=[CH:16][CH:15]=[CH:14][CH:13]=2)[CH2:7]1)(=O)=O.[N-:18]=[N+:19]=[N-:20].[Na+]. Product: [N:18]([C@@H:6]1[CH2:11][CH2:10][O:9][C@@H:8]([C:12]2[CH:17]=[CH:16][CH:15]=[CH:14][CH:13]=2)[CH2:7]1)=[N+:19]=[N-:20]. The catalyst class is: 85. (10) Reactant: [H-].[Al+3].[Li+].[H-].[H-].[H-].[F:7][C:8]1[CH:9]=[CH:10][CH:11]=[C:12]2[C:16]=1[NH:15][CH:14]=[C:13]2[CH:17]=[CH:18][N+:19]([O-])=O.S([O-])([O-])(=O)=O.[Na+].[Na+]. Product: [F:7][C:8]1[CH:9]=[CH:10][CH:11]=[C:12]2[C:16]=1[NH:15][CH:14]=[C:13]2[CH2:17][CH2:18][NH2:19]. The catalyst class is: 1.